From a dataset of Full USPTO retrosynthesis dataset with 1.9M reactions from patents (1976-2016). Predict the reactants needed to synthesize the given product. Given the product [CH2:1]([O:3][C:4]([C:6]1[C:7]([OH:29])=[C:8]2[CH:14]=[C:13]([C:16]3[CH:21]=[CH:20][C:19]([F:22])=[CH:18][CH:17]=3)[N:12]([C:23]3[CH:24]=[CH:25][CH:26]=[CH:27][CH:28]=3)[C:9]2=[CH:10][N:11]=1)=[O:5])[CH3:2], predict the reactants needed to synthesize it. The reactants are: [CH2:1]([O:3][C:4]([C:6]1[C:7]([OH:29])=[C:8]2[C:14](Br)=[C:13]([C:16]3[CH:21]=[CH:20][C:19]([F:22])=[CH:18][CH:17]=3)[N:12]([C:23]3[CH:28]=[CH:27][CH:26]=[CH:25][CH:24]=3)[C:9]2=[CH:10][N:11]=1)=[O:5])[CH3:2].C([O-])=O.[NH4+].